This data is from Full USPTO retrosynthesis dataset with 1.9M reactions from patents (1976-2016). The task is: Predict the reactants needed to synthesize the given product. (1) Given the product [NH2:34][C:25]1[S:26][CH2:27][C@@H:28]2[C@@H:29]([CH2:32][F:33])[O:30][CH2:31][C@:23]2([C:21]2[CH:22]=[C:17]([NH:16][C:9]([C:6]3[CH:5]=[N:4][C:3]([O:2][CH3:1])=[CH:8][N:7]=3)=[O:11])[CH:18]=[C:19]([F:36])[C:20]=2[F:35])[N:24]=1, predict the reactants needed to synthesize it. The reactants are: [CH3:1][O:2][C:3]1[N:4]=[CH:5][C:6]([C:9]([OH:11])=O)=[N:7][CH:8]=1.S(Cl)(Cl)=O.[NH2:16][C:17]1[CH:18]=[C:19]([F:36])[C:20]([F:35])=[C:21]([C@:23]23[CH2:31][O:30][C@H:29]([CH2:32][F:33])[C@H:28]2[CH2:27][S:26][C:25]([NH2:34])=[N:24]3)[CH:22]=1.[OH-].[Na+]. (2) The reactants are: Br[C:2]1[N:3]([CH2:27][CH2:28][CH3:29])[C:4]2[C:9](=[O:10])[N:8]([C:11]3[CH:16]=[C:15]([CH3:17])[C:14](=[O:18])[N:13]([CH3:19])[CH:12]=3)[CH:7]([C:20]3[CH:25]=[CH:24][C:23]([Cl:26])=[CH:22][CH:21]=3)[C:5]=2[N:6]=1.[C:30]([C:32]1[CH:33]=[C:34](B(O)O)[CH:35]=[N:36][CH:37]=1)#[N:31]. Given the product [Cl:26][C:23]1[CH:24]=[CH:25][C:20]([CH:7]2[C:5]3[N:6]=[C:2]([C:34]4[CH:35]=[N:36][CH:37]=[C:32]([CH:33]=4)[C:30]#[N:31])[N:3]([CH2:27][CH2:28][CH3:29])[C:4]=3[C:9](=[O:10])[N:8]2[C:11]2[CH:16]=[C:15]([CH3:17])[C:14](=[O:18])[N:13]([CH3:19])[CH:12]=2)=[CH:21][CH:22]=1, predict the reactants needed to synthesize it. (3) Given the product [Br:3][C:4]1[C:12]2[C:7](=[CH:8][CH:9]=[C:10]([NH:13][C:14]([O:16][C:17]([CH3:20])([CH3:18])[CH3:19])=[O:15])[CH:11]=2)[NH:6][C:5]=1[C:21]([OH:23])=[O:22], predict the reactants needed to synthesize it. The reactants are: [OH-].[Li+].[Br:3][C:4]1[C:12]2[C:7](=[CH:8][CH:9]=[C:10]([NH:13][C:14]([O:16][C:17]([CH3:20])([CH3:19])[CH3:18])=[O:15])[CH:11]=2)[NH:6][C:5]=1[C:21]([O:23]CC)=[O:22].CO.O. (4) Given the product [CH3:17][CH2:16][O:18][C:19]([CH:21]1[CH2:26][N:25]([C:9]([O:11][C:12]([CH3:13])([CH3:14])[CH3:15])=[O:10])[C:24]2[CH:27]=[C:28]([Cl:34])[C:29]([N+:31]([O-:33])=[O:32])=[CH:30][C:23]=2[O:22]1)=[O:20], predict the reactants needed to synthesize it. The reactants are: [CH3:13][C:12]([O:11][C:9](O[C:9]([O:11][C:12]([CH3:15])([CH3:14])[CH3:13])=[O:10])=[O:10])([CH3:15])[CH3:14].[CH2:16]([O:18][C:19]([CH:21]1[CH2:26][NH:25][C:24]2[CH:27]=[C:28]([Cl:34])[C:29]([N+:31]([O-:33])=[O:32])=[CH:30][C:23]=2[O:22]1)=[O:20])[CH3:17]. (5) Given the product [C:1]([O:5][C:6]([NH:8][C@H:9]1[CH2:13][CH2:12][CH2:11][C@H:10]1[O:14][C:41](=[O:42])[C:40]1[CH:39]=[CH:38][C:37]([N+:34]([O-:36])=[O:35])=[CH:45][CH:44]=1)=[O:7])([CH3:4])([CH3:2])[CH3:3], predict the reactants needed to synthesize it. The reactants are: [C:1]([O:5][C:6]([NH:8][C@@H:9]1[CH2:13][CH2:12][CH2:11][C@H:10]1[OH:14])=[O:7])([CH3:4])([CH3:3])[CH3:2].C1(P(C2C=CC=CC=2)C2C=CC=CC=2)C=CC=CC=1.[N+:34]([C:37]1[CH:45]=[CH:44][C:40]([C:41](O)=[O:42])=[CH:39][CH:38]=1)([O-:36])=[O:35].N(C(OC(C)C)=O)=NC(OC(C)C)=O. (6) The reactants are: [OH:1][C:2]1[C:3]2[N:13]([C:14]3[CH:19]=[CH:18][C:17](B4OC(C)(C)C(C)(C)O4)=[CH:16][CH:15]=3)[CH:12]=[CH:11][C:4]=2[NH:5][C:6](=[O:10])[C:7]=1[C:8]#[N:9].Br[C:30]1[CH:34]=[CH:33][S:32][CH:31]=1.C(=O)([O-])[O-].[Cs+].[Cs+].O1CCOCC1. Given the product [OH:1][C:2]1[C:3]2[N:13]([C:14]3[CH:15]=[CH:16][C:17]([C:30]4[CH:34]=[CH:33][S:32][CH:31]=4)=[CH:18][CH:19]=3)[CH:12]=[CH:11][C:4]=2[NH:5][C:6](=[O:10])[C:7]=1[C:8]#[N:9], predict the reactants needed to synthesize it. (7) Given the product [Br:1][C:2]1[CH:11]=[CH:10][CH:9]=[C:8]2[C:3]=1[CH:4]=[C:5]([S:13]([C:16]1[CH:21]=[CH:20][C:19]([F:22])=[CH:18][CH:17]=1)(=[O:15])=[O:14])[N:6]=[C:7]2[NH:29][C:26]1[CH:25]=[C:24]([CH3:23])[NH:28][N:27]=1, predict the reactants needed to synthesize it. The reactants are: [Br:1][C:2]1[CH:11]=[CH:10][CH:9]=[C:8]2[C:3]=1[CH:4]=[C:5]([S:13]([C:16]1[CH:21]=[CH:20][C:19]([F:22])=[CH:18][CH:17]=1)(=[O:15])=[O:14])[N:6]=[C:7]2Cl.[CH3:23][C:24]1[NH:28][N:27]=[C:26]([NH2:29])[CH:25]=1.